Dataset: Reaction yield outcomes from USPTO patents with 853,638 reactions. Task: Predict the reaction yield, written as a fraction of the theoretical maximum amount of product (1.0 means a 100% yield; for example, 0.34 means a 34% yield). The reactants are [C:1]([C:5]1[C:6]2[CH:12]([C:13]3[CH:18]=[CH:17][CH:16]=[CH:15][C:14]=3[O:19][CH3:20])[N:11]([C:21]3[CH:26]=[CH:25][C:24]([C:27]4[O:31][N:30]=[C:29]([C:32](O)=[O:33])[CH:28]=4)=[CH:23][CH:22]=3)[C:10](=[O:35])[C:7]=2[NH:8][N:9]=1)([CH3:4])([CH3:3])[CH3:2].C(N(CC)CC)C.C(Cl)(=O)OCC.[BH4-].[Na+]. The catalyst is O.CO.C1COCC1. The product is [C:1]([C:5]1[C:6]2[CH:12]([C:13]3[CH:18]=[CH:17][CH:16]=[CH:15][C:14]=3[O:19][CH3:20])[N:11]([C:21]3[CH:26]=[CH:25][C:24]([C:27]4[O:31][N:30]=[C:29]([CH2:32][OH:33])[CH:28]=4)=[CH:23][CH:22]=3)[C:10](=[O:35])[C:7]=2[NH:8][N:9]=1)([CH3:4])([CH3:2])[CH3:3]. The yield is 0.880.